From a dataset of Full USPTO retrosynthesis dataset with 1.9M reactions from patents (1976-2016). Predict the reactants needed to synthesize the given product. (1) Given the product [OH:9][C@@H:10]([CH2:28][CH2:29][C:30]1[CH:31]=[CH:32][C:33]([C:36]2[CH:41]=[CH:45][C:44]([O:4][CH3:1])=[CH:43][CH:37]=2)=[CH:34][CH:35]=1)[C@H:11]([CH2:15][CH2:16][N:17]1[C:22](=[O:23])[C:21]2[CH:24]=[CH:25][CH:26]=[CH:27][C:20]=2[N:19]=[N:18]1)[C:12]([OH:14])=[O:13], predict the reactants needed to synthesize it. The reactants are: [C:1](=[O:4])([O-])[O-].[K+].[K+].C([O:9][C@@H:10]([CH2:28][CH2:29][C:30]1[CH:35]=[CH:34][C:33]([C:36]2[CH:37]=NC=N[CH:41]=2)=[CH:32][CH:31]=1)[C@H:11]([CH2:15][CH2:16][N:17]1[C:22](=[O:23])[C:21]2[CH:24]=[CH:25][CH:26]=[CH:27][C:20]=2[N:19]=[N:18]1)[C:12]([OH:14])=[O:13])=O.O1C[CH2:45][CH2:44][CH2:43]1. (2) Given the product [O:24]1[CH2:28][CH2:27][O:26][CH:25]1[C:29]1[CH:38]=[CH:37][C:32]([C:33]2[N:34]=[C:19]([C:11]3[N:10]=[N:9][N:8]([C:3]4[CH:4]=[CH:5][CH:6]=[CH:7][C:2]=4[F:1])[C:12]=3[C:13]3[CH:14]=[CH:15][N:16]=[CH:17][CH:18]=3)[O:36][N:35]=2)=[CH:31][CH:30]=1, predict the reactants needed to synthesize it. The reactants are: [F:1][C:2]1[CH:7]=[CH:6][CH:5]=[CH:4][C:3]=1[N:8]1[C:12]([C:13]2[CH:18]=[CH:17][N:16]=[CH:15][CH:14]=2)=[C:11]([C:19](OCC)=O)[N:10]=[N:9]1.[O:24]1[CH2:28][CH2:27][O:26][CH:25]1[C:29]1[CH:38]=[CH:37][C:32]([C:33](=[N:35][OH:36])[NH2:34])=[CH:31][CH:30]=1.